This data is from Reaction yield outcomes from USPTO patents with 853,638 reactions. The task is: Predict the reaction yield, written as a fraction of the theoretical maximum amount of product (1.0 means a 100% yield; for example, 0.34 means a 34% yield). (1) The reactants are C[O:2][C:3](=[O:37])[C@H:4]([CH2:17][C:18]1[CH:23]=[CH:22][C:21]([N:24]2[C:32](=[O:33])[C:31]3[C:26](=[CH:27][CH:28]=[C:29]([C:34]#[N:35])[CH:30]=3)[C:25]2=[O:36])=[CH:20][CH:19]=1)[NH:5][C:6]([C:8]1([CH2:13][CH2:14][O:15][CH3:16])[CH2:12][CH2:11][CH2:10][CH2:9]1)=[O:7].[I-].[Li+].N1C=CC=CC=1. The catalyst is O. The product is [C:34]([C:29]1[CH:30]=[C:31]2[C:26](=[CH:27][CH:28]=1)[C:25](=[O:36])[N:24]([C:21]1[CH:20]=[CH:19][C:18]([CH2:17][C@@H:4]([C:3]([OH:37])=[O:2])[NH:5][C:6]([C:8]3([CH2:13][CH2:14][O:15][CH3:16])[CH2:12][CH2:11][CH2:10][CH2:9]3)=[O:7])=[CH:23][CH:22]=1)[C:32]2=[O:33])#[N:35]. The yield is 0.340. (2) The reactants are C([O:8][CH2:9][CH2:10][CH2:11][CH2:12][O:13][C:14]1[N:23]=[C:22]2[C:17]([CH2:18][CH2:19][C:20](=[O:24])[NH:21]2)=[CH:16][CH:15]=1)C1C=CC=CC=1. The catalyst is CCO.[Pd]. The product is [OH:8][CH2:9][CH2:10][CH2:11][CH2:12][O:13][C:14]1[N:23]=[C:22]2[C:17]([CH2:18][CH2:19][C:20](=[O:24])[NH:21]2)=[CH:16][CH:15]=1. The yield is 0.550. (3) The reactants are [CH3:1][CH:2]1[CH2:5][N:4]([C:6]2[CH:7]=[CH:8][C:9]([N+:12]([O-])=O)=[N:10][CH:11]=2)[CH2:3]1. The catalyst is C(O)C.C(OCC)(=O)C. The product is [CH3:1][CH:2]1[CH2:5][N:4]([C:6]2[CH:7]=[CH:8][C:9]([NH2:12])=[N:10][CH:11]=2)[CH2:3]1. The yield is 1.00. (4) The reactants are [NH2:1][C:2]1[N:23]=[C:22](Cl)[CH:21]=[CH:20][C:3]=1[C:4]([NH:6][CH2:7][C:8]1[S:9][C:10]([O:13][C:14]2[CH:19]=[CH:18][CH:17]=[CH:16][CH:15]=2)=[CH:11][CH:12]=1)=[O:5].C1C=C[C:28]([CH2:31][C:32]([NH:34]C[NH:34][C@H:32](C(O)=O)[CH2:31][C:28]2C=CC([N+]([O-])=O)=CC=2)=O)=CC=1.C(N)CC. The catalyst is CS(C)=O.C(N(CC)C(C)C)(C)C.[Cl-].[Na+].O. The product is [NH2:1][C:2]1[N:23]=[C:22]([NH:34][CH2:32][CH2:31][CH3:28])[CH:21]=[CH:20][C:3]=1[C:4]([NH:6][CH2:7][C:8]1[S:9][C:10]([O:13][C:14]2[CH:19]=[CH:18][CH:17]=[CH:16][CH:15]=2)=[CH:11][CH:12]=1)=[O:5]. The yield is 0.420.